From a dataset of Peptide-MHC class I binding affinity with 185,985 pairs from IEDB/IMGT. Regression. Given a peptide amino acid sequence and an MHC pseudo amino acid sequence, predict their binding affinity value. This is MHC class I binding data. The peptide sequence is LAKSVFNSL. The MHC is HLA-A01:01 with pseudo-sequence HLA-A01:01. The binding affinity (normalized) is 0.0847.